Dataset: Reaction yield outcomes from USPTO patents with 853,638 reactions. Task: Predict the reaction yield, written as a fraction of the theoretical maximum amount of product (1.0 means a 100% yield; for example, 0.34 means a 34% yield). The reactants are O.[NH2:2][NH2:3].[CH3:4][N:5]1[C:13]2[CH:12]=[CH:11][CH:10]=[C:9]([C:14]([O:16]C)=O)[C:8]=2[CH:7]=[CH:6]1.O. The catalyst is C(O)C. The product is [CH3:4][N:5]1[C:13]2[CH:12]=[CH:11][CH:10]=[C:9]([C:14]([NH:2][NH2:3])=[O:16])[C:8]=2[CH:7]=[CH:6]1. The yield is 0.660.